The task is: Predict the reactants needed to synthesize the given product.. This data is from Full USPTO retrosynthesis dataset with 1.9M reactions from patents (1976-2016). (1) Given the product [Cl:75][C:76]1[CH:96]=[C:95]([O:97][CH3:98])[CH:94]=[CH:93][C:77]=1[O:78][C:79]1[CH:92]=[CH:91][C:82]([CH2:83][NH:84][C:85]([C:87]2([NH:90][C:69](=[O:71])[C:68]3[CH:72]=[C:64]([C:63]([F:62])([F:74])[F:73])[CH:65]=[N:66][CH:67]=3)[CH2:88][CH2:89]2)=[O:86])=[CH:81][CH:80]=1, predict the reactants needed to synthesize it. The reactants are: C(N(CC)CC)C.CN(C(ON1N=NC2C=CC=CC1=2)=[N+](C)C)C.[B-](F)(F)(F)F.C(OC(NC1(C(O)=O)CC1)=O)(C)(C)C.ClC1C=C(OC)C=CC=1OC1C=CC(CN)=CC=1.[F:62][C:63]([F:74])([F:73])[C:64]1[CH:65]=[N:66][CH:67]=[C:68]([CH:72]=1)[C:69]([OH:71])=O.[Cl:75][C:76]1[CH:96]=[C:95]([O:97][CH3:98])[CH:94]=[CH:93][C:77]=1[O:78][C:79]1[CH:92]=[CH:91][C:82]([CH2:83][NH:84][C:85]([C:87]2([NH2:90])[CH2:89][CH2:88]2)=[O:86])=[CH:81][CH:80]=1. (2) Given the product [Cl:44][C:41]1[C:40]([C:45]([NH2:47])=[O:46])=[CH:39][N:38]=[C:37]2[CH:36]=[C:35]([C:21]3[CH:22]=[CH:23][C:18]([S:15]([N:12]4[CH2:11][CH2:10][C:8]5([O:7][CH2:6][C:5](=[O:33])[N:4]([CH:1]6[CH2:3][CH2:2]6)[CH2:9]5)[CH2:14][CH2:13]4)(=[O:16])=[O:17])=[CH:19][CH:20]=3)[S:43][C:42]=12, predict the reactants needed to synthesize it. The reactants are: [CH:1]1([N:4]2[CH2:9][C:8]3([CH2:14][CH2:13][N:12]([S:15]([C:18]4[CH:23]=[CH:22][C:21](B5OC(C)(C)C(C)(C)O5)=[CH:20][CH:19]=4)(=[O:17])=[O:16])[CH2:11][CH2:10]3)[O:7][CH2:6][C:5]2=[O:33])[CH2:3][CH2:2]1.Br[C:35]1[S:43][C:42]2[C:37](=[N:38][CH:39]=[C:40]([C:45]([NH2:47])=[O:46])[C:41]=2[Cl:44])[CH:36]=1.C(=O)([O-])[O-].[K+].[K+]. (3) The reactants are: O[CH:2](O)[C:3]([C:5]1[CH:10]=[CH:9][CH:8]=[C:7]([O:11][CH2:12][C:13]2[CH:18]=[CH:17][C:16]([C:19]([F:22])([F:21])[F:20])=[CH:15][CH:14]=2)[CH:6]=1)=[O:4].C1(S([CH2:33][C:34]#[N:35])(=O)=O)C=CC=CC=1.C([O-])(=O)C.[K+].[N-:41]=[N+:42]=[N-:43].[Na+]. Given the product [F:22][C:19]([F:21])([F:20])[C:16]1[CH:15]=[CH:14][C:13]([CH2:12][O:11][C:7]2[CH:6]=[C:5]([CH:10]=[CH:9][CH:8]=2)[C:3]([C:2]2[N:43]=[N:42][NH:41][C:33]=2[C:34]#[N:35])=[O:4])=[CH:18][CH:17]=1, predict the reactants needed to synthesize it. (4) Given the product [CH:19]([N:22]1[CH2:27][CH2:26][N:25]([C:28]([C:2]2[CH:18]=[CH:17][C:5]3[S:6][CH:7]=[C:8]([C:9]([N:11]4[CH2:16][CH2:15][CH2:14][CH2:13][CH2:12]4)=[O:10])[C:4]=3[CH:3]=2)=[O:29])[CH2:24][CH2:23]1)([CH3:21])[CH3:20], predict the reactants needed to synthesize it. The reactants are: Br[C:2]1[CH:18]=[CH:17][C:5]2[S:6][CH:7]=[C:8]([C:9]([N:11]3[CH2:16][CH2:15][CH2:14][CH2:13][CH2:12]3)=[O:10])[C:4]=2[CH:3]=1.[CH:19]([N:22]1[CH2:27][CH2:26][NH:25][CH2:24][CH2:23]1)([CH3:21])[CH3:20].[C:28]([O-])([O-])=[O:29].[Na+].[Na+]. (5) Given the product [OH:42][CH2:41][CH2:43][NH:44][C:17]([C:13]1[CH:12]=[C:11]2[C:16](=[CH:15][CH:14]=1)[N:8]([CH2:7][CH:4]1[CH2:5][CH2:6][O:1][CH2:2][CH2:3]1)[CH:9]=[C:10]2[C:20]([CH:22]1[C:23]([CH3:27])([CH3:28])[C:24]1([CH3:26])[CH3:25])=[O:21])=[O:18], predict the reactants needed to synthesize it. The reactants are: [O:1]1[CH2:6][CH2:5][CH:4]([CH2:7][N:8]2[C:16]3[C:11](=[CH:12][C:13]([C:17](O)=[O:18])=[CH:14][CH:15]=3)[C:10]([C:20]([CH:22]3[C:24]([CH3:26])([CH3:25])[C:23]3([CH3:28])[CH3:27])=[O:21])=[CH:9]2)[CH2:3][CH2:2]1.C(N1C=CN=C1)(N1C=CN=C1)=O.[CH2:41]([CH2:43][NH2:44])[OH:42].